Dataset: Peptide-MHC class I binding affinity with 185,985 pairs from IEDB/IMGT. Task: Regression. Given a peptide amino acid sequence and an MHC pseudo amino acid sequence, predict their binding affinity value. This is MHC class I binding data. (1) The peptide sequence is YMRERFEPM. The MHC is HLA-B27:20 with pseudo-sequence YHTEYREICAKTDESTLYLNYNYYTWAELAYEWY. The binding affinity (normalized) is 1.00. (2) The peptide sequence is FQTKGLGISY. The MHC is HLA-B57:01 with pseudo-sequence HLA-B57:01. The binding affinity (normalized) is 0. (3) The peptide sequence is TTDDSTSYY. The MHC is HLA-B27:03 with pseudo-sequence HLA-B27:03. The binding affinity (normalized) is 0.0847.